Dataset: Full USPTO retrosynthesis dataset with 1.9M reactions from patents (1976-2016). Task: Predict the reactants needed to synthesize the given product. (1) Given the product [F:10][C:11]([F:19])([F:18])[C:12]([OH:13])([C:14]([F:17])([F:16])[F:15])[CH2:1][C:2](=[O:3])[CH3:4], predict the reactants needed to synthesize it. The reactants are: [CH3:1][C:2]([CH3:4])=[O:3].S(=O)(=O)(O)O.[F:10][C:11]([F:19])([F:18])[C:12]([C:14]([F:17])([F:16])[F:15])=[O:13]. (2) Given the product [ClH:1].[CH3:24][O:23][C:21](=[O:22])/[CH:20]=[C:18]1\[CH2:19][NH:15][C@@H:16]([C@@H:25]([OH:29])[C@@H:26]([NH:27][C:32](=[O:34])[CH3:33])[CH2:35][C:36]2[CH:41]=[C:40]([F:42])[CH:39]=[C:38]([F:43])[CH:37]=2)[CH2:17]\1, predict the reactants needed to synthesize it. The reactants are: [ClH:1].O1CCOCC1.C(OC([N:15]1[CH2:19]/[C:18](=[CH:20]\[C:21]([O:23][CH3:24])=[O:22])/[CH2:17][C@@H:16]1[C@H:25]1[O:29]C(C)(C)[N:27]([C:32](=[O:34])[CH3:33])[C@H:26]1[CH2:35][C:36]1[CH:41]=[C:40]([F:42])[CH:39]=[C:38]([F:43])[CH:37]=1)=O)(C)(C)C. (3) Given the product [CH3:15][O:16][C:17]1[CH:22]=[CH:21][C:20]([C:2]2[CH:3]=[C:4]([C:7]3[CH:12]=[CH:11][CH:10]=[C:9]([O:13][CH3:14])[CH:8]=3)[S:5][CH:6]=2)=[CH:19][CH:18]=1, predict the reactants needed to synthesize it. The reactants are: Br[C:2]1[CH:3]=[C:4]([C:7]2[CH:12]=[CH:11][CH:10]=[C:9]([O:13][CH3:14])[CH:8]=2)[S:5][CH:6]=1.[CH3:15][O:16][C:17]1[CH:22]=[CH:21][C:20](B(O)O)=[CH:19][CH:18]=1. (4) Given the product [Br:1][C:2]1[CH:11]=[CH:10][C:9]2[C:4]3[C:3]=1[CH2:12][C:13](=[O:15])[C:5]=3[CH:6]=[CH:7][CH:8]=2.[Br:16][C:17]1[C:26]2=[C:25]3[C:20]([CH:21]=[CH:22][CH:23]=[C:24]3[CH2:27][C:28]2=[O:30])=[CH:19][CH:18]=1, predict the reactants needed to synthesize it. The reactants are: [Br:1][C:2]1[CH:11]=[CH:10][C:9]2[C:4](=[CH:5][CH:6]=[CH:7][CH:8]=2)[C:3]=1[CH2:12][C:13]([OH:15])=O.[Br:16][C:17]1[CH:26]=[C:25]2[C:20]([CH:21]=[CH:22][CH:23]=[C:24]2[CH2:27][C:28]([OH:30])=O)=[CH:19][CH:18]=1. (5) Given the product [CH3:1][C:2]1[CH:7]=[CH:6][N:5]=[C:4]([O:8][N:16]2[C:20]3[CH:21]=[CH:22][CH:23]=[CH:24][C:19]=3[N:18]=[N:17]2)[N:3]=1, predict the reactants needed to synthesize it. The reactants are: [CH3:1][C:2]1[CH:7]=[CH:6][NH:5][C:4](=[O:8])[N:3]=1.F[P-](F)(F)(F)(F)F.[N:16]1(O[P+](N(C)C)(N(C)C)N(C)C)[C:20]2[CH:21]=[CH:22][CH:23]=[CH:24][C:19]=2[N:18]=[N:17]1.C1CCN2C(=NCCC2)CC1. (6) The reactants are: [C:1]1([CH2:7][S:8][C:9]2[N:10]=[C:11]([Cl:19])[C:12]3[S:17][C:16](Br)=[N:15][C:13]=3[N:14]=2)[CH:6]=[CH:5][CH:4]=[CH:3][CH:2]=1.[NH2:20][CH:21]1[CH2:26][CH2:25][N:24]([C:27]([O:29][C:30]([CH3:33])([CH3:32])[CH3:31])=[O:28])[CH2:23][CH2:22]1.C(N(CC)CC)C. Given the product [C:30]([O:29][C:27]([N:24]1[CH2:25][CH2:26][CH:21]([NH:20][C:16]2[S:17][C:12]3[C:11]([Cl:19])=[N:10][C:9]([S:8][CH2:7][C:1]4[CH:6]=[CH:5][CH:4]=[CH:3][CH:2]=4)=[N:14][C:13]=3[N:15]=2)[CH2:22][CH2:23]1)=[O:28])([CH3:33])([CH3:31])[CH3:32], predict the reactants needed to synthesize it. (7) The reactants are: [NH2:1][C:2]([CH3:12])([CH3:11])[C:3]([C:5]1[CH:10]=[CH:9][CH:8]=[CH:7][CH:6]=1)=[O:4].[CH3:13][C:14]1[CH:15]=[CH:16][C:17]([S:20](O)(=[O:22])=[O:21])=[CH:18][CH:19]=1.ClC1C=CC(S(Cl)(=O)=O)=CC=1.C(N(CC)CC)C. Given the product [CH3:11][C:2]([NH:1][S:20]([C:17]1[CH:18]=[CH:19][C:14]([CH3:13])=[CH:15][CH:16]=1)(=[O:22])=[O:21])([CH3:12])[C:3](=[O:4])[C:5]1[CH:10]=[CH:9][CH:8]=[CH:7][CH:6]=1, predict the reactants needed to synthesize it. (8) Given the product [NH:26]1[CH2:25][CH:24]([O:23][N:22]([CH3:35])[C:20]([C:19]2[C:13]3[CH2:12][N:11]([C:9]([NH:8][C:4]4[CH:5]=[CH:6][CH:7]=[C:2]([Cl:1])[CH:3]=4)=[O:10])[CH2:16][CH2:15][C:14]=3[NH:17][N:18]=2)=[O:21])[CH2:27]1, predict the reactants needed to synthesize it. The reactants are: [Cl:1][C:2]1[CH:3]=[C:4]([NH:8][C:9]([N:11]2[CH2:16][CH2:15][C:14]3[NH:17][N:18]=[C:19]([C:20]([N:22]([CH3:35])[O:23][CH:24]4[CH2:27][N:26](C(OC(C)(C)C)=O)[CH2:25]4)=[O:21])[C:13]=3[CH2:12]2)=[O:10])[CH:5]=[CH:6][CH:7]=1.C(O)(C(F)(F)F)=O.